This data is from hERG Central: cardiac toxicity at 1µM, 10µM, and general inhibition. The task is: Predict hERG channel inhibition at various concentrations. (1) The compound is COc1ccc(N2CCN(CC(O)COc3ccc(C)cc3C)CC2)cc1.Cl. Results: hERG_inhib (hERG inhibition (general)): blocker. (2) The compound is COc1ccc([C@H]2CC(=O)C=C(/C=C/c3ccc(C(F)(F)F)cc3)C2)cc1. Results: hERG_inhib (hERG inhibition (general)): blocker. (3) The compound is Cc1ccc(-c2nc3ccccn3c2NCc2ccc3c(c2)OCO3)cc1. Results: hERG_inhib (hERG inhibition (general)): blocker. (4) The compound is CCOC(=O)c1cnc2c(cnn2C)c1NCCCN(C)C. Results: hERG_inhib (hERG inhibition (general)): blocker. (5) Results: hERG_inhib (hERG inhibition (general)): blocker. The molecule is O=c1nc2ccccc2c2n1CC(CN1CCN(Cc3ccccc3)CC1)N2. (6) The molecule is O=C(CN1CCN(C(c2ccccc2)c2ccccc2)CC1)N1N=CCC1c1ccccc1. Results: hERG_inhib (hERG inhibition (general)): blocker. (7) The compound is FC(F)Sc1ccc(-n2cc(-c3ccc(Cl)cc3)[n+]3c2CCC3)cc1.[Br-]. Results: hERG_inhib (hERG inhibition (general)): blocker.